From a dataset of Forward reaction prediction with 1.9M reactions from USPTO patents (1976-2016). Predict the product of the given reaction. (1) The product is: [Br:1][C:2]1[CH:7]=[C:6]([F:8])[CH:5]=[CH:4][C:3]=1[C@@H:9]1[C:14]([C:15]([O:17][C@H:18]([CH3:25])[C:19]([O:21][CH:22]([CH3:24])[CH3:23])=[O:20])=[O:16])=[C:13]([CH2:26][N:33]2[CH2:38][CH2:37][O:36][CH2:35][CH2:34]2)[NH:12][C:11]([C:28]2[S:29][CH:30]=[CH:31][N:32]=2)=[N:10]1. Given the reactants [Br:1][C:2]1[CH:7]=[C:6]([F:8])[CH:5]=[CH:4][C:3]=1[C@@H:9]1[C:14]([C:15]([O:17][C@H:18]([CH3:25])[C:19]([O:21][CH:22]([CH3:24])[CH3:23])=[O:20])=[O:16])=[C:13]([CH2:26]Br)[NH:12][C:11]([C:28]2[S:29][CH:30]=[CH:31][N:32]=2)=[N:10]1.[NH:33]1[CH2:38][CH2:37][O:36][CH2:35][CH2:34]1, predict the reaction product. (2) Given the reactants C[O:2][C:3](=[O:30])[CH2:4][O:5][C:6]1[CH:15]=[CH:14][C:13]([F:16])=[C:12]2[C:7]=1[C:8]([O:26][CH:27]([F:29])[F:28])=[C:9]([CH2:18][C:19]1[CH:24]=[CH:23][C:22]([Cl:25])=[CH:21][CH:20]=1)[C:10]([CH3:17])=[N:11]2.CO.[OH-].[Li+].Cl, predict the reaction product. The product is: [Cl:25][C:22]1[CH:21]=[CH:20][C:19]([CH2:18][C:9]2[C:10]([CH3:17])=[N:11][C:12]3[C:7]([C:8]=2[O:26][CH:27]([F:29])[F:28])=[C:6]([O:5][CH2:4][C:3]([OH:30])=[O:2])[CH:15]=[CH:14][C:13]=3[F:16])=[CH:24][CH:23]=1. (3) Given the reactants Cl.[NH2:2][CH2:3][C:4]1[CH:5]=[CH:6][C:7]([Cl:14])=[C:8]([CH:13]=1)[C:9]([O:11][CH3:12])=[O:10].C(N(CC)C(C)C)(C)C.[C:24](Cl)(=[O:29])[C:25]([CH3:28])([CH3:27])[CH3:26], predict the reaction product. The product is: [Cl:14][C:7]1[CH:6]=[CH:5][C:4]([CH2:3][NH:2][C:24](=[O:29])[C:25]([CH3:28])([CH3:27])[CH3:26])=[CH:13][C:8]=1[C:9]([O:11][CH3:12])=[O:10]. (4) Given the reactants [Cl:1][C:2]1[CH:7]=[C:6]([C:8]2[N:13]=[N:12][C:11](SC)=[N:10][CH:9]=2)[CH:5]=[C:4]([Cl:16])[C:3]=1[OH:17].N/C(=N\NC(=O)C1C=C(Cl)C(O)=C(Cl)C=1)/C(OCC)=O.[CH3:38][O:39][CH:40]([O:49][CH3:50])[C:41]1[CH:46]=[CH:45][C:44]([CH2:47][OH:48])=[CH:43][CH:42]=1.CC(C)([O-])C.[K+].P([O-])([O-])([O-])=O, predict the reaction product. The product is: [Cl:1][C:2]1[CH:7]=[C:6]([C:8]2[N:13]=[N:12][C:11]([O:48][CH2:47][C:44]3[CH:43]=[CH:42][C:41]([CH:40]([O:39][CH3:38])[O:49][CH3:50])=[CH:46][CH:45]=3)=[N:10][CH:9]=2)[CH:5]=[C:4]([Cl:16])[C:3]=1[OH:17]. (5) The product is: [NH2:7][C@:8]1([C:13]([NH:15][S:16]([C:19]2[CH:24]=[CH:23][CH:22]=[CH:21][C:20]=2[NH:25][CH:26]([CH3:28])[CH3:27])(=[O:18])=[O:17])=[O:14])[CH2:10][C@H:9]1[CH:11]=[CH2:12]. Given the reactants C(OC(=O)[NH:7][C@:8]1([C:13]([NH:15][S:16]([C:19]2[CH:24]=[CH:23][CH:22]=[CH:21][C:20]=2[NH:25][CH:26]([CH3:28])[CH3:27])(=[O:18])=[O:17])=[O:14])[CH2:10][C@H:9]1[CH:11]=[CH2:12])(C)(C)C.Cl, predict the reaction product.